This data is from Forward reaction prediction with 1.9M reactions from USPTO patents (1976-2016). The task is: Predict the product of the given reaction. (1) The product is: [Cl:18][C:19]1[CH:24]=[CH:23][C:22]([C:2]2[CH:11]=[C:10]3[C:5]([CH:6]=[C:7]([NH:12][C:13]([CH:15]4[CH2:17][CH2:16]4)=[O:14])[N:8]=[CH:9]3)=[CH:4][CH:3]=2)=[C:21]([CH3:28])[CH:20]=1. Given the reactants Br[C:2]1[CH:11]=[C:10]2[C:5]([CH:6]=[C:7]([NH:12][C:13]([CH:15]3[CH2:17][CH2:16]3)=[O:14])[N:8]=[CH:9]2)=[CH:4][CH:3]=1.[Cl:18][C:19]1[CH:24]=[CH:23][C:22](B(O)O)=[C:21]([CH3:28])[CH:20]=1.C(=O)([O-])[O-].[Cs+].[Cs+], predict the reaction product. (2) Given the reactants [Br:1][C:2]1[C:8]([O:9][CH2:10][CH:11]2[CH2:14][CH2:13][CH2:12]2)=[CH:7][C:5]([NH2:6])=[C:4]([N+:15]([O-])=O)[CH:3]=1.[NH4+].[Cl-].[CH:20]([O-])([O-])OCC.O.C1(C)C=CC(S(O)(=O)=O)=CC=1, predict the reaction product. The product is: [Br:1][C:2]1[C:8]([O:9][CH2:10][CH:11]2[CH2:14][CH2:13][CH2:12]2)=[CH:7][C:5]2[NH:6][CH:20]=[N:15][C:4]=2[CH:3]=1. (3) Given the reactants Br[CH2:2][C:3]([C:5]1[C:6]([CH3:11])=[N:7][O:8][C:9]=1[CH3:10])=[O:4].[OH:12][C:13]1[CH:18]=[CH:17][C:16]([CH2:19][C:20]([O:22][CH3:23])=[O:21])=[CH:15][CH:14]=1.C(=O)([O-])[O-].[K+].[K+], predict the reaction product. The product is: [CH3:11][C:6]1[C:5]([C:3](=[O:4])[CH2:2][O:12][C:13]2[CH:14]=[CH:15][C:16]([CH2:19][C:20]([O:22][CH3:23])=[O:21])=[CH:17][CH:18]=2)=[C:9]([CH3:10])[O:8][N:7]=1.